This data is from Full USPTO retrosynthesis dataset with 1.9M reactions from patents (1976-2016). The task is: Predict the reactants needed to synthesize the given product. (1) Given the product [CH3:1][C:2]1[CH:7]=[C:6]([C:8]2[N:9]=[C:10]([NH:20][C:29]([NH:28][C:22]3[CH:27]=[CH:26][CH:25]=[CH:24][CH:23]=3)=[O:30])[S:11][C:12]=2[C:13]2[CH:18]=[CH:17][CH:16]=[C:15]([CH3:19])[CH:14]=2)[CH:5]=[C:4]([CH3:21])[N:3]=1, predict the reactants needed to synthesize it. The reactants are: [CH3:1][C:2]1[CH:7]=[C:6]([C:8]2[N:9]=[C:10]([NH2:20])[S:11][C:12]=2[C:13]2[CH:18]=[CH:17][CH:16]=[C:15]([CH3:19])[CH:14]=2)[CH:5]=[C:4]([CH3:21])[N:3]=1.[C:22]1([N:28]=[C:29]=[O:30])[CH:27]=[CH:26][CH:25]=[CH:24][CH:23]=1.C(=O)([O-])O.[Na+]. (2) The reactants are: [NH2:1][C:2]1[CH:3]=[N:4][CH:5]=[CH:6][C:7]=1[N:8]1[CH2:13][C@H:12]([CH3:14])[CH2:11][C@H:10]([NH:15][C:16](=[O:22])[O:17][C:18]([CH3:21])([CH3:20])[CH3:19])[CH2:9]1.FC(F)(F)S(O[C:29]1[CH:30]=[CH:31][CH:32]=[C:33]2[C:38]=1[N:37]=[C:36]([C:39]1[C:44]([F:45])=[CH:43][CH:42]=[CH:41][C:40]=1[F:46])[N:35]=[CH:34]2)(=O)=O.C1C=CC(P(C2C(C3C(P(C4C=CC=CC=4)C4C=CC=CC=4)=CC=C4C=3C=CC=C4)=C3C(C=CC=C3)=CC=2)C2C=CC=CC=2)=CC=1.C(=O)([O-])[O-].[Cs+].[Cs+]. Given the product [F:45][C:44]1[CH:43]=[CH:42][CH:41]=[C:40]([F:46])[C:39]=1[C:36]1[N:35]=[CH:34][C:33]2[C:38](=[C:29]([NH:1][C:2]3[CH:3]=[N:4][CH:5]=[CH:6][C:7]=3[N:8]3[CH2:13][C@H:12]([CH3:14])[CH2:11][C@H:10]([NH:15][C:16](=[O:22])[O:17][C:18]([CH3:21])([CH3:20])[CH3:19])[CH2:9]3)[CH:30]=[CH:31][CH:32]=2)[N:37]=1, predict the reactants needed to synthesize it. (3) Given the product [Cl:11][C:12]1[CH:13]=[CH:14][C:15]2[NH:21][C:20]3[CH:23]=[CH:24][CH:25]=[CH:26][C:19]=3[C:18]([CH2:7][C:6]3[CH:9]=[CH:10][C:3]([F:2])=[CH:4][CH:5]=3)=[N:17][C:16]=2[CH:27]=1, predict the reactants needed to synthesize it. The reactants are: [Cl-].[F:2][C:3]1[CH:10]=[CH:9][C:6]([CH2:7][Zn+])=[CH:5][CH:4]=1.[Cl:11][C:12]1[CH:13]=[CH:14][C:15]2[N:21](Cl)[C:20]3[CH:23]=[CH:24][CH:25]=[CH:26][C:19]=3[CH:18]=[N:17][C:16]=2[CH:27]=1. (4) Given the product [CH:4](=[C:37]1[CH2:38][CH2:39][C:34]2([O:33][CH2:32][CH2:31][O:30]2)[CH2:35][CH2:36]1)[C:5]1[CH:10]=[CH:9][CH:8]=[CH:7][CH:6]=1, predict the reactants needed to synthesize it. The reactants are: [H-].[Na+].[Br-].[CH2:4]([P+](C1C=CC=CC=1)(C1C=CC=CC=1)C1C=CC=CC=1)[C:5]1[CH:10]=[CH:9][CH:8]=[CH:7][CH:6]=1.[O:30]1[C:34]2([CH2:39][CH2:38][C:37](=O)[CH2:36][CH2:35]2)[O:33][CH2:32][CH2:31]1. (5) Given the product [Br:1][C:2]1[CH:9]=[C:6]2[C:5]([O:10][C:18]3([N:21]4[CH2:22][CH2:23][O:24][CH2:25][CH2:26]4)[CH:19]([CH:7]2[OH:8])[CH2:20][C:15]2([O:11][CH2:12][CH2:13][O:14]2)[CH2:16][CH2:17]3)=[CH:4][CH:3]=1, predict the reactants needed to synthesize it. The reactants are: [Br:1][C:2]1[CH:3]=[CH:4][C:5]([OH:10])=[C:6]([CH:9]=1)[CH:7]=[O:8].[O:11]1[C:15]2([CH2:20][CH2:19][C:18]([N:21]3[CH2:26][CH2:25][O:24][CH2:23][CH2:22]3)=[CH:17][CH2:16]2)[O:14][CH2:13][CH2:12]1.